Dataset: Reaction yield outcomes from USPTO patents with 853,638 reactions. Task: Predict the reaction yield, written as a fraction of the theoretical maximum amount of product (1.0 means a 100% yield; for example, 0.34 means a 34% yield). The reactants are [N:1]1([C:6]2[CH:11]=[CH:10][C:9]([C:12]3[N:16]([C:17]4[CH:22]=[CH:21][C:20]([C:23](=[O:25])[NH2:24])=[CH:19][C:18]=4[CH3:26])[C:15]([CH2:27][CH2:28][C:29]([O-:31])=[O:30])=[CH:14][CH:13]=3)=[CH:8][CH:7]=2)[CH:5]=[CH:4][N:3]=[CH:2]1.O[Li].O. The catalyst is C1COCC1.O. The product is [N:1]1([C:6]2[CH:11]=[CH:10][C:9]([C:12]3[N:16]([C:17]4[CH:22]=[CH:21][C:20]([C:23](=[O:25])[NH2:24])=[CH:19][C:18]=4[CH3:26])[C:15]([CH2:27][CH2:28][C:29]([OH:31])=[O:30])=[CH:14][CH:13]=3)=[CH:8][CH:7]=2)[CH:5]=[CH:4][N:3]=[CH:2]1. The yield is 0.550.